From a dataset of NCI-60 drug combinations with 297,098 pairs across 59 cell lines. Regression. Given two drug SMILES strings and cell line genomic features, predict the synergy score measuring deviation from expected non-interaction effect. (1) Drug 1: CC1C(C(CC(O1)OC2CC(CC3=C2C(=C4C(=C3O)C(=O)C5=C(C4=O)C(=CC=C5)OC)O)(C(=O)C)O)N)O.Cl. Drug 2: CN(C)N=NC1=C(NC=N1)C(=O)N. Cell line: COLO 205. Synergy scores: CSS=24.8, Synergy_ZIP=5.93, Synergy_Bliss=9.97, Synergy_Loewe=-23.4, Synergy_HSA=8.65. (2) Drug 1: C1=NC(=NC(=O)N1C2C(C(C(O2)CO)O)O)N. Drug 2: CN(C(=O)NC(C=O)C(C(C(CO)O)O)O)N=O. Cell line: MDA-MB-435. Synergy scores: CSS=29.3, Synergy_ZIP=-1.49, Synergy_Bliss=3.88, Synergy_Loewe=-22.2, Synergy_HSA=2.60.